Dataset: Full USPTO retrosynthesis dataset with 1.9M reactions from patents (1976-2016). Task: Predict the reactants needed to synthesize the given product. (1) Given the product [C:41]([N:32]1[CH2:33][CH2:34][N:29]([C:17]2[CH:18]=[C:19]([N:22]3[CH:27]=[CH:26][CH:25]=[CH:24][C:23]3=[O:28])[CH:20]=[CH:21][C:16]=2[N:14]2[CH:15]=[C:11]([CH2:10][NH:9][C:7]([C:5]3[S:6][C:2]([Cl:1])=[CH:3][CH:4]=3)=[O:8])[N:12]=[N:13]2)[CH2:30][CH2:31]1)(=[O:43])[CH3:42], predict the reactants needed to synthesize it. The reactants are: [Cl:1][C:2]1[S:6][C:5]([C:7]([NH:9][CH2:10][C:11]2[N:12]=[N:13][N:14]([C:16]3[CH:21]=[CH:20][C:19]([N:22]4[CH:27]=[CH:26][CH:25]=[CH:24][C:23]4=[O:28])=[CH:18][C:17]=3[N:29]3[CH2:34][CH2:33][NH:32][CH2:31][CH2:30]3)[CH:15]=2)=[O:8])=[CH:4][CH:3]=1.N1C=CC=CC=1.[C:41](Cl)(=[O:43])[CH3:42]. (2) Given the product [CH2:11]([O:18][C:19]1[CH:20]=[C:21]([CH:27]([C:29]2[C:34]([Cl:35])=[N:33][CH:32]=[CH:31][N:30]=2)[OH:28])[CH:22]=[CH:23][C:24]=1[O:25][CH3:26])[C:12]1[CH:17]=[CH:16][CH:15]=[CH:14][CH:13]=1, predict the reactants needed to synthesize it. The reactants are: CC1(C)CCCC(C)(C)N1.[CH2:11]([O:18][C:19]1[CH:20]=[C:21]([CH:27]([C:29]2[C:34]([Cl:35])=[N:33][CH:32]=[CH:31][N:30]=2)[OH:28])[CH:22]=[CH:23][C:24]=1[O:25][CH3:26])[C:12]1[CH:17]=[CH:16][CH:15]=[CH:14][CH:13]=1.[Li]CCCC.ClC1C=NC=CN=1.C(OC1C=C(C=CC=1OC)C=O)C1C=CC=CC=1.Cl. (3) Given the product [O:1]1[C:6]2[CH:7]=[CH:8][C:9]([C:11]([C:13]3[CH:22]=[CH:21][C:16]4[O:17][CH2:18][CH2:19][O:20][C:15]=4[CH:14]=3)=[CH:31][C:32]#[N:33])=[CH:10][C:5]=2[O:4][CH2:3][CH2:2]1, predict the reactants needed to synthesize it. The reactants are: [O:1]1[C:6]2[CH:7]=[CH:8][C:9]([C:11]([C:13]3[CH:22]=[CH:21][C:16]4[O:17][CH2:18][CH2:19][O:20][C:15]=4[CH:14]=3)=O)=[CH:10][C:5]=2[O:4][CH2:3][CH2:2]1.C(OP([CH2:31][C:32]#[N:33])(=O)OCC)C.C[Si]([N-][Si](C)(C)C)(C)C.[Li+].O1C2C=CC(C(C3C=C(OC)C=C(OC)C=3)=CC#N)=CC=2OCC1.